Task: Predict the reactants needed to synthesize the given product.. Dataset: Full USPTO retrosynthesis dataset with 1.9M reactions from patents (1976-2016) (1) Given the product [C:11]([N:9]1[C:10]2[C:6](=[CH:5][CH:4]=[CH:3][C:2]=2[CH3:1])[CH2:7][CH2:8]1)(=[O:13])[CH3:12], predict the reactants needed to synthesize it. The reactants are: [CH3:1][C:2]1[CH:3]=[CH:4][CH:5]=[C:6]2[C:10]=1[NH:9][CH2:8][CH2:7]2.[C:11](OC(=O)C)(=[O:13])[CH3:12]. (2) Given the product [NH2:27][CH:12]([C:10]1[C:9]([N:15]2[CH2:19][CH2:18][C@@H:17]([OH:20])[CH2:16]2)=[C:8]2[C:3]([CH:4]=[CH:5][CH:6]=[N:7]2)=[C:2]([F:1])[CH:11]=1)[CH3:13], predict the reactants needed to synthesize it. The reactants are: [F:1][C:2]1[CH:11]=[C:10]([C:12](=O)[CH3:13])[C:9]([N:15]2[CH2:19][CH2:18][C@@H:17]([OH:20])[CH2:16]2)=[C:8]2[C:3]=1[CH:4]=[CH:5][CH:6]=[N:7]2.C([O-])(=O)C.[NH4+].C([BH3-])#[N:27].[Na+]. (3) Given the product [Cl:38][C:19]1[N:20]=[C:21]([N:24]([N:31]2[CH2:32][CH2:33][N:34]([CH3:37])[CH2:35][CH2:36]2)[CH2:25][C:26]2[S:27][CH:28]=[CH:29][N:30]=2)[C:22]([F:23])=[C:17]([NH:9][NH2:8])[N:18]=1, predict the reactants needed to synthesize it. The reactants are: CC(OC([N:8](C(OC(C)(C)C)=O)[N:9]([C:17]1[C:22]([F:23])=[C:21]([N:24]([N:31]2[CH2:36][CH2:35][N:34]([CH3:37])[CH2:33][CH2:32]2)[CH2:25][C:26]2[S:27][CH:28]=[CH:29][N:30]=2)[N:20]=[C:19]([Cl:38])[N:18]=1)C(OC(C)(C)C)=O)=O)(C)C.Cl. (4) Given the product [CH3:3][CH:2]([C:4]1[C:12]([C:13]([CH:15]([NH2:17])[CH3:16])=[O:14])=[C:11]2[N:6]([CH:7]=[CH:8][CH:9]=[CH:10]2)[N:5]=1)[CH3:1].[CH:19]([C:21]1[CH:22]=[C:23]2[CH:24]=[CH:25][CH:26]=[CH:27][N:28]2[N:29]=1)([CH3:20])[CH3:18].[CH:19]([C:21]1[C:22]([C:30]([OH:31])=[O:50])=[C:23]2[CH:24]=[CH:25][CH:26]=[CH:27][N:28]2[N:29]=1)([CH3:18])[CH3:20], predict the reactants needed to synthesize it. The reactants are: [CH3:1][CH:2]([C:4]1[C:12]([C:13]([CH:15]([NH2:17])[CH3:16])=[O:14])=[C:11]2[N:6]([CH:7]=[CH:8][CH:9]=[CH:10]2)[N:5]=1)[CH3:3].[CH3:18][CH:19]([C:21]1[C:22]([C:30](C(C)C)=[O:31])=[C:23]2[N:28]([N:29]=1)[CH:27]=[CH:26][CH:25]=[CH:24]2)[CH3:20].C(C1C=C2C=CC=CN2N=1)(C)C.CC(C)C=[O:50]. (5) Given the product [F:1][C:2]1[CH:3]=[CH:4][C:5]([NH:11][CH:12]([CH3:14])[CH3:13])=[C:6]([CH:10]=1)[C:7]([NH:50][C:46]([CH3:47])([C:48]#[CH:49])[CH3:45])=[O:9], predict the reactants needed to synthesize it. The reactants are: [F:1][C:2]1[CH:3]=[CH:4][C:5]([NH:11][CH:12]([CH3:14])[CH3:13])=[C:6]([CH:10]=1)[C:7]([OH:9])=O.CCN=C=NCCCN(C)C.C1C=CC2N(O)N=NC=2C=1.CCN(C(C)C)C(C)C.[CH3:45][C:46]([NH2:50])([C:48]#[CH:49])[CH3:47]. (6) Given the product [NH2:17][C:16]1[N:15]=[CH:14][N:13]=[C:12]2[N:8]([C:4]3[CH:3]=[C:2]([NH:1][S:23]([C:19]4[S:18][CH:22]=[CH:21][CH:20]=4)(=[O:25])=[O:24])[CH:7]=[CH:6][CH:5]=3)[N:9]=[CH:10][C:11]=12, predict the reactants needed to synthesize it. The reactants are: [NH2:1][C:2]1[CH:3]=[C:4]([N:8]2[C:12]3=[N:13][CH:14]=[N:15][C:16]([NH2:17])=[C:11]3[CH:10]=[N:9]2)[CH:5]=[CH:6][CH:7]=1.[S:18]1[CH:22]=[CH:21][CH:20]=[C:19]1[S:23](Cl)(=[O:25])=[O:24].C(N(C(C)C)CC)(C)C.CN(C=O)C. (7) Given the product [CH:18]([C:10]1[CH:11]=[C:12]([O:16][CH3:17])[C:13]([CH3:15])=[CH:14][C:9]=1[O:8][C:7]1[C:2]([NH:25][C:26]2[CH:31]=[CH:30][CH:29]=[CH:28][CH:27]=2)=[N:3][C:4]([NH2:21])=[N:5][CH:6]=1)([CH3:20])[CH3:19], predict the reactants needed to synthesize it. The reactants are: Cl[C:2]1[C:7]([O:8][C:9]2[CH:14]=[C:13]([CH3:15])[C:12]([O:16][CH3:17])=[CH:11][C:10]=2[CH:18]([CH3:20])[CH3:19])=[CH:6][N:5]=[C:4]([NH2:21])[N:3]=1.C(Cl)Cl.[NH2:25][C:26]1[CH:31]=[CH:30][CH:29]=[CH:28][CH:27]=1. (8) Given the product [CH3:16][CH:14]1[C:13]2[C:12]3[CH2:17][CH2:18][CH:19]([C:20]([F:23])([F:21])[F:22])[C:11]=3[S:10][C:9]=2[CH2:8][CH2:7][NH:6][CH2:15]1, predict the reactants needed to synthesize it. The reactants are: C(OC([N:6]1[CH2:15][CH:14]([CH3:16])[C:13]2[C:12]3[CH2:17][CH2:18][CH:19]([C:20]([F:23])([F:22])[F:21])[C:11]=3[S:10][C:9]=2[CH2:8][CH2:7]1)=O)C.[Si](I)(C)(C)C. (9) Given the product [CH2:1]([N:5]([CH2:26][C:27]1[CH:32]=[CH:31][C:30]([C:33]([F:34])([F:35])[F:36])=[CH:29][CH:28]=1)[C:6](=[O:25])[CH2:7][O:8][C:9]1[CH:10]=[CH:11][C:12]([CH2:15][C@H:16]([O:22][CH2:23][CH3:24])[C:17]([OH:19])=[O:18])=[CH:13][CH:14]=1)[CH2:2][CH2:3][CH3:4], predict the reactants needed to synthesize it. The reactants are: [CH2:1]([N:5]([CH2:26][C:27]1[CH:32]=[CH:31][C:30]([C:33]([F:36])([F:35])[F:34])=[CH:29][CH:28]=1)[C:6](=[O:25])[CH2:7][O:8][C:9]1[CH:14]=[CH:13][C:12]([CH2:15][C@H:16]([O:22][CH2:23][CH3:24])[C:17]([O:19]CC)=[O:18])=[CH:11][CH:10]=1)[CH2:2][CH2:3][CH3:4].[Li+].[OH-]. (10) The reactants are: [C:1]1([CH2:7][C:8]#[N:9])[CH:6]=[CH:5][CH:4]=[CH:3][CH:2]=1.[CH:10](OC(C)C)([CH3:12])[CH3:11].CC(C)=[O:19]. Given the product [CH3:11][C:10]1([CH3:12])[C:6]2[C:1](=[CH:2][CH:3]=[CH:4][CH:5]=2)[CH2:7][C:8](=[O:19])[NH:9]1, predict the reactants needed to synthesize it.